Dataset: Catalyst prediction with 721,799 reactions and 888 catalyst types from USPTO. Task: Predict which catalyst facilitates the given reaction. (1) Reactant: [OH:1][C:2]1[CH:3]=[C:4]2[C:9](=[CH:10][CH:11]=1)[O:8][CH2:7][C:6]([C:12]([OH:14])=[O:13])=[CH:5]2. Product: [OH:1][C:2]1[CH:3]=[C:4]2[C:9](=[CH:10][CH:11]=1)[O:8][CH2:7][CH:6]([C:12]([OH:14])=[O:13])[CH2:5]2. The catalyst class is: 19. (2) Reactant: Cl[C:2]1[C:7]([C:8]#[N:9])=[CH:6][C:5]([C:10]2[C:19]3[C:14](=[CH:15][C:16]([S:20]([NH:23][C:24]4[S:25][CH:26]=[N:27][N:28]=4)(=[O:22])=[O:21])=[CH:17][CH:18]=3)[CH:13]=[CH:12][N:11]=2)=[C:4]([O:29][CH3:30])[CH:3]=1.[F:31][C:32]([F:43])([F:42])[C:33]1[CH:34]=[C:35](B(O)O)[CH:36]=[CH:37][CH:38]=1.C1(P(C2CCCCC2)C2C=CC=CC=2C2C(OC)=CC=CC=2OC)CCCCC1.P([O-])([O-])([O-])=O.[K+].[K+].[K+]. The catalyst class is: 2. Product: [C:8]([C:7]1[CH:6]=[C:5]([C:10]2[C:19]3[C:14](=[CH:15][C:16]([S:20]([NH:23][C:24]4[S:25][CH:26]=[N:27][N:28]=4)(=[O:21])=[O:22])=[CH:17][CH:18]=3)[CH:13]=[CH:12][N:11]=2)[C:4]([O:29][CH3:30])=[CH:3][C:2]=1[C:37]1[CH:36]=[CH:35][CH:34]=[C:33]([C:32]([F:43])([F:42])[F:31])[CH:38]=1)#[N:9]. (3) Reactant: [Cl:1][C:2]1[CH:3]=[C:4]([CH2:22][C:23]([OH:25])=O)[CH:5]=[C:6]([Cl:21])[C:7]=1[O:8][C:9]1[CH:14]=[CH:13][C:12]([NH:15][C:16](=[O:20])[CH:17]([CH3:19])[CH3:18])=[CH:11][CH:10]=1.Cl.C(N=C=NCCCN(C)C)C.O.ON1C2C=CC=CC=2N=N1.Cl.[CH3:50][NH:51][CH2:52][C:53]([OH:55])=[O:54]. Product: [CH3:50][N:51]([C:23](=[O:25])[CH2:22][C:4]1[CH:5]=[C:6]([Cl:21])[C:7]([O:8][C:9]2[CH:14]=[CH:13][C:12]([NH:15][C:16](=[O:20])[CH:17]([CH3:18])[CH3:19])=[CH:11][CH:10]=2)=[C:2]([Cl:1])[CH:3]=1)[CH2:52][C:53]([OH:55])=[O:54]. The catalyst class is: 289.